From a dataset of Forward reaction prediction with 1.9M reactions from USPTO patents (1976-2016). Predict the product of the given reaction. Given the reactants [Cl:1][C:2]1[CH:7]=[CH:6][C:5]([C:8]2([CH3:37])[C:12]([C:14]3[CH:19]=[CH:18][C:17]([Cl:20])=[CH:16][CH:15]=3)([CH3:13])[N:11]([C:21](Cl)=[O:22])[C:10]([C:24]3[CH:29]=[CH:28][C:27]([C:30]([F:33])([F:32])[F:31])=[CH:26][C:25]=3[O:34][CH2:35][CH3:36])=[N:9]2)=[CH:4][CH:3]=1.[CH3:38][N:39]1[CH2:44][CH2:43][N:42]([CH:45]2[CH2:50][CH2:49][NH:48][CH2:47][CH2:46]2)[CH2:41][CH2:40]1, predict the reaction product. The product is: [Cl:1][C:2]1[CH:3]=[CH:4][C:5]([C@@:8]2([CH3:37])[C@:12]([C:14]3[CH:19]=[CH:18][C:17]([Cl:20])=[CH:16][CH:15]=3)([CH3:13])[N:11]([C:21]([N:48]3[CH2:47][CH2:46][CH:45]([N:42]4[CH2:41][CH2:40][N:39]([CH3:38])[CH2:44][CH2:43]4)[CH2:50][CH2:49]3)=[O:22])[C:10]([C:24]3[CH:29]=[CH:28][C:27]([C:30]([F:33])([F:31])[F:32])=[CH:26][C:25]=3[O:34][CH2:35][CH3:36])=[N:9]2)=[CH:6][CH:7]=1.